This data is from Retrosynthesis with 50K atom-mapped reactions and 10 reaction types from USPTO. The task is: Predict the reactants needed to synthesize the given product. (1) Given the product CC#CCn1c(Cl)c(C(=O)OC)c2ncn(CC(=O)c3cccc(OC)c3)c(=O)c21, predict the reactants needed to synthesize it. The reactants are: CC#CCn1c(Cl)c(C(=O)OC)c2nc[nH]c(=O)c21.COc1cccc(C(=O)CBr)c1. (2) Given the product O=C(Cc1cccc(Nc2c(Cl)cc(Cl)cc2Cl)c1)NCCO, predict the reactants needed to synthesize it. The reactants are: Clc1cc(Cl)c(Br)c(Cl)c1.Nc1cccc(CC(=O)NCCO)c1. (3) Given the product O=C1COCC(=O)N1CCc1ccccc1Br, predict the reactants needed to synthesize it. The reactants are: O=C1COCC(=O)N1.OCCc1ccccc1Br. (4) Given the product Oc1c(I)ccnc1Cl, predict the reactants needed to synthesize it. The reactants are: COCOc1c(I)ccnc1Cl.